This data is from NCI-60 drug combinations with 297,098 pairs across 59 cell lines. The task is: Regression. Given two drug SMILES strings and cell line genomic features, predict the synergy score measuring deviation from expected non-interaction effect. (1) Drug 1: CN(C)C1=NC(=NC(=N1)N(C)C)N(C)C. Drug 2: CC12CCC3C(C1CCC2O)C(CC4=C3C=CC(=C4)O)CCCCCCCCCS(=O)CCCC(C(F)(F)F)(F)F. Cell line: MDA-MB-435. Synergy scores: CSS=-5.65, Synergy_ZIP=1.48, Synergy_Bliss=-2.04, Synergy_Loewe=-3.47, Synergy_HSA=-6.73. (2) Drug 1: C1CC(=O)NC(=O)C1N2CC3=C(C2=O)C=CC=C3N. Drug 2: C1=NC2=C(N=C(N=C2N1C3C(C(C(O3)CO)O)F)Cl)N. Cell line: SK-OV-3. Synergy scores: CSS=5.25, Synergy_ZIP=-3.42, Synergy_Bliss=-8.69, Synergy_Loewe=-21.0, Synergy_HSA=-8.08.